Dataset: Catalyst prediction with 721,799 reactions and 888 catalyst types from USPTO. Task: Predict which catalyst facilitates the given reaction. Reactant: FC(F)(F)S(O[C:7]1[CH2:12][CH:11]([CH3:13])[CH2:10][C:9](=[O:14])[CH:8]=1)(=O)=O.[B:17]1([B:17]2[O:21][C:20]([CH3:23])([CH3:22])[C:19]([CH3:25])([CH3:24])[O:18]2)[O:21][C:20]([CH3:23])([CH3:22])[C:19]([CH3:25])([CH3:24])[O:18]1.CC([O-])=O.[K+]. Product: [CH3:13][CH:11]1[CH2:10][C:9](=[O:14])[CH:8]=[C:7]([B:17]2[O:21][C:20]([CH3:23])([CH3:22])[C:19]([CH3:25])([CH3:24])[O:18]2)[CH2:12]1. The catalyst class is: 12.